Dataset: Full USPTO retrosynthesis dataset with 1.9M reactions from patents (1976-2016). Task: Predict the reactants needed to synthesize the given product. (1) The reactants are: [Br:1][C:2]1[CH:7]=[CH:6][C:5]([N:8]2[C:16]3[C:11](=[CH:12][CH:13]=[CH:14][C:15]=3[C:17]([F:20])([F:19])[F:18])[C:10]([C:21]3[CH:26]=[CH:25][C:24]([O:27]C)=[CH:23][CH:22]=3)=[N:9]2)=[CH:4][CH:3]=1.B(Br)(Br)Br.C1CCCCC=1. Given the product [Br:1][C:2]1[CH:3]=[CH:4][C:5]([N:8]2[C:16]3[C:11](=[CH:12][CH:13]=[CH:14][C:15]=3[C:17]([F:20])([F:18])[F:19])[C:10]([C:21]3[CH:22]=[CH:23][C:24]([OH:27])=[CH:25][CH:26]=3)=[N:9]2)=[CH:6][CH:7]=1, predict the reactants needed to synthesize it. (2) The reactants are: P(Cl)(Cl)(Cl)=O.[NH:6]1[CH:10]=[N:9][CH:8]=[N:7]1.[C:11]([NH:14][C:15]1(N)[NH:24][C:23](=O)[C:22]2[C:17](=[N:18][CH:19]=[C:20]([C:26]3[CH:31]=[CH:30][C:29]([O:32][CH3:33])=[C:28]([O:34][CH3:35])[CH:27]=3)[N:21]=2)[NH:16]1)(=[O:13])[CH3:12]. Given the product [C:11]([NH:14][C:15]1[N:24]=[C:23]([C:10]2[N:9]=[CH:8][NH:7][N:6]=2)[C:22]2[C:17](=[N:18][CH:19]=[C:20]([C:26]3[CH:31]=[CH:30][C:29]([O:32][CH3:33])=[C:28]([O:34][CH3:35])[CH:27]=3)[N:21]=2)[N:16]=1)(=[O:13])[CH3:12], predict the reactants needed to synthesize it. (3) The reactants are: [O:1]=[C:2]1[CH2:7][CH2:6][N:5]([CH2:8][CH:9]([N:13]2[CH:17]=[C:16]([C:18]3[C:19]4[CH:26]=[CH:25][N:24]([CH2:27][O:28][CH2:29][CH2:30][Si:31]([CH3:34])([CH3:33])[CH3:32])[C:20]=4[N:21]=[CH:22][N:23]=3)[CH:15]=[N:14]2)[CH2:10][C:11]#[N:12])[CH2:4][CH2:3]1.[BH4-].[Na+]. Given the product [OH:1][CH:2]1[CH2:7][CH2:6][N:5]([CH2:8][CH:9]([N:13]2[CH:17]=[C:16]([C:18]3[C:19]4[CH:26]=[CH:25][N:24]([CH2:27][O:28][CH2:29][CH2:30][Si:31]([CH3:32])([CH3:34])[CH3:33])[C:20]=4[N:21]=[CH:22][N:23]=3)[CH:15]=[N:14]2)[CH2:10][C:11]#[N:12])[CH2:4][CH2:3]1, predict the reactants needed to synthesize it. (4) Given the product [F:1][C:2]([F:6])([F:5])[CH2:3][O:4][C:18]1[C:17]2[C:22](=[CH:23][CH:24]=[C:15]([CH:14]=[O:30])[CH:16]=2)[N:21]=[CH:20][CH:19]=1, predict the reactants needed to synthesize it. The reactants are: [F:1][C:2]([F:6])([F:5])[CH2:3][OH:4].[H-].[Na+].C(N=[CH:14][C:15]1[CH:16]=[C:17]2[C:22](=[CH:23][CH:24]=1)[N:21]=[CH:20][CH:19]=[C:18]2Cl)CCC.CN(C=[O:30])C. (5) Given the product [Cl:12][C:13]1[N:14]=[N:15][C:16]([C:7]2[CH:8]=[C:3]([CH:4]=[CH:5][CH:6]=2)[C:1]#[N:2])=[CH:17][CH:18]=1, predict the reactants needed to synthesize it. The reactants are: [C:1]([C:3]1[CH:4]=[C:5](B(O)O)[CH:6]=[CH:7][CH:8]=1)#[N:2].[Cl:12][C:13]1[N:14]=[N:15][C:16](Cl)=[CH:17][CH:18]=1.C(=O)([O-])[O-].[K+].[K+]. (6) Given the product [CH:112]1[CH:117]=[C:116]2[C:118]([CH2:121][C@@:122]([OH:132])([C:129]([OH:131])=[O:130])[CH2:123][C@H:124]([NH2:128])[C:125]([OH:127])=[O:126])=[CH:119][NH:120][C:115]2=[CH:114][CH:113]=1.[NH:120]1[C:115]2[C:116](=[CH:117][CH:112]=[CH:113][CH:114]=2)[C:118]([CH2:121][C:122](=[O:132])[C:129]([O-:131])=[O:130])=[CH:119]1, predict the reactants needed to synthesize it. The reactants are: C(O)C(N)(CO)CO.Cl.C1C=[N+]([C@@H]2O[C@H](COP(OP(OC[C@H]3O[C@@H](N4C5N=CN=C(N)C=5N=C4)[C@H](O)[C@@H]3O)(O)=O)(O)=O)[C@@H](O)[C@H]2O)C=C(C(N)=O)C=1.C1C=[N+]([C@@H]2O[C@H](COP(OP(OC[C@H]3O[C@@H](N4C5N=CN=C(N)C=5N=C4)[C@H](OP(O)(O)=O)[C@@H]3O)(O)=O)(O)=O)[C@@H](O)[C@H]2O)C=C(C(N)=O)C=1.N[C@H](C([O-])=O)CCC([O-])=O.[CH:112]1[CH:117]=[C:116]2[C:118]([CH2:121][C@@:122]([OH:132])([C:129]([OH:131])=[O:130])[CH2:123][C@H:124]([NH2:128])[C:125]([OH:127])=[O:126])=[CH:119][NH:120][C:115]2=[CH:114][CH:113]=1.O=C(CCC([O-])=O)C([O-])=O. (7) Given the product [NH2:23][CH2:22][CH2:21][N:18]1[C:19]2[CH:20]=[C:12]3[NH:11][C:10]([C:3]4[C:4]5[C:9](=[CH:8][CH:7]=[CH:6][CH:5]=5)[NH:1][N:2]=4)=[N:27][C:13]3=[CH:14][C:15]=2[C:16]([CH3:25])([CH3:26])[C:17]1=[O:24], predict the reactants needed to synthesize it. The reactants are: [NH:1]1[C:9]2[C:4](=[CH:5][CH:6]=[CH:7][CH:8]=2)[C:3]([C:10]2[NH:11][C:12]3[C:13]([N:27]=2)=[CH:14][C:15]2[C:16]([CH3:26])([CH3:25])[C:17](=[O:24])[N:18]([CH2:21][C:22]#[N:23])[C:19]=2[CH:20]=3)=[N:2]1. (8) Given the product [Cl:7][C:8]1[C:9]([C:14]2[CH:15]=[C:16]3[C:20](=[CH:21][CH:22]=2)[NH:19][N:18]=[C:17]3[NH:23][C:24]2[S:25][C:28]([CH:29]=[O:30])=[CH:31][N:26]=2)=[N:10][CH:11]=[CH:12][CH:13]=1, predict the reactants needed to synthesize it. The reactants are: CN(C)C(=O)C.[Cl:7][C:8]1[C:9]([C:14]2[CH:15]=[C:16]3[C:20](=[CH:21][CH:22]=2)[NH:19][N:18]=[C:17]3[NH:23][C:24]([NH2:26])=[S:25])=[N:10][CH:11]=[CH:12][CH:13]=1.Br[CH:28]([CH:31]=O)[CH:29]=[O:30]. (9) Given the product [CH:1]1([C:4]2[CH:5]=[C:6]3[C:29]([C:30](=[O:33])[NH:31][CH3:32])=[C:28]([C:34]4[CH:35]=[CH:36][C:37]([CH3:40])=[CH:38][CH:39]=4)[O:27][C:7]3=[N:8][C:9]=2[N:10]([CH2:15][CH2:16][CH2:17][CH2:18]/[C:19](=[C:42](/[OH:41])\[CH3:43])/[C:20]([OH:22])=[O:21])[S:11]([CH3:14])(=[O:13])=[O:12])[CH2:3][CH2:2]1, predict the reactants needed to synthesize it. The reactants are: [CH:1]1([C:4]2[CH:5]=[C:6]3[C:29]([C:30](=[O:33])[NH:31][CH3:32])=[C:28]([C:34]4[CH:39]=[CH:38][C:37]([CH3:40])=[CH:36][CH:35]=4)[O:27][C:7]3=[N:8][C:9]=2[N:10]([CH2:15][CH2:16][CH2:17][CH2:18][CH:19](S(C)(=O)=O)[C:20]([OH:22])=[O:21])[S:11]([CH3:14])(=[O:13])=[O:12])[CH2:3][CH2:2]1.[O:41]=[C:42](C)[CH2:43]C(OCC)=O.BrCCCCN(C1N=C2OC(C3C=CC(C)=CC=3)=C(C(NC)=O)C2=CC=1C1CC1)S(C)(=O)=O.